The task is: Predict the reactants needed to synthesize the given product.. This data is from Full USPTO retrosynthesis dataset with 1.9M reactions from patents (1976-2016). (1) Given the product [C:46]([O:49][CH2:50][O:7][C:5]([C:4]1[C:3]2[O:22][B:14]([OH:15])[C@@H:13]([NH:27][C:28](=[O:45])[CH2:29][CH2:30][C:31](=[O:39])[CH3:44])[CH2:12][C:11]=2[CH:10]=[CH:9][CH:8]=1)=[O:6])(=[O:48])[CH3:47], predict the reactants needed to synthesize it. The reactants are: CO[C:3]1[C:11]([CH2:12][CH:13]([NH:27][C:28](=[O:45])[CH2:29][CH2:30][C:31]2([CH3:44])[O:39]C3C(C)(C4CC(C3)C4(C)C)O2)[B:14]2[O:22]C3C(C)(C4CC(C3)C4(C)C)[O:15]2)=[CH:10][CH:9]=[CH:8][C:4]=1[C:5]([OH:7])=[O:6].[C:46]([O:49][CH2:50]Cl)(=[O:48])[CH3:47]. (2) Given the product [NH2:8][C@@H:9]1[CH2:14][CH2:13][C@@H:12]([CH2:15][C:16]([O:18][CH3:19])=[O:17])[CH2:11][C@H:10]1[C:26]1[CH:31]=[CH:30][C:29]([C:32]([F:33])([F:34])[F:35])=[CH:28][CH:27]=1, predict the reactants needed to synthesize it. The reactants are: C(OC([NH:8][C@@H:9]1[CH2:14][CH2:13][C@@H:12]([CH:15](C(OCC)=O)[C:16]([O:18][CH2:19]C)=[O:17])[CH2:11][C@H:10]1[C:26]1[CH:31]=[CH:30][C:29]([C:32]([F:35])([F:34])[F:33])=[CH:28][CH:27]=1)=O)(C)(C)C. (3) The reactants are: C([Si](C(C)(C)C)(C1C=CC=CC=1)[O:6][CH2:7][CH:8]([CH3:38])[O:9][C:10]1[CH:11]=[C:12]([O:27][C:28]2[CH:33]=[CH:32][C:31]([S:34]([CH3:37])(=[O:36])=[O:35])=[CH:30][CH:29]=2)[CH:13]=[C:14]2[C:18]=1[NH:17][C:16]([C:19]1[S:20][CH:21]([CH2:24][CH2:25][OH:26])[CH2:22][N:23]=1)=[CH:15]2)(C)(C)C.[F-].C([N+](CCCC)(CCCC)CCCC)CCC.[Cl-].[NH4+].CO. Given the product [OH:26][CH2:25][CH2:24][CH:21]1[S:20][C:19]([C:16]2[NH:17][C:18]3[C:14]([CH:15]=2)=[CH:13][C:12]([O:27][C:28]2[CH:29]=[CH:30][C:31]([S:34]([CH3:37])(=[O:35])=[O:36])=[CH:32][CH:33]=2)=[CH:11][C:10]=3[O:9][CH:8]([CH3:38])[CH2:7][OH:6])=[N:23][CH2:22]1, predict the reactants needed to synthesize it. (4) Given the product [F:16][C:17]1[CH:18]=[C:19]([CH:23]=[CH:24][C:25]=1[F:26])[C:20]([N:11]=[C:9]1[N:8]([CH:28]([CH2:33][CH3:34])[C:29]([OH:31])=[O:30])[C:7]2[CH:12]=[CH:13][C:4]([O:3][C:2]([F:1])([F:14])[F:15])=[CH:5][C:6]=2[S:10]1)=[O:21], predict the reactants needed to synthesize it. The reactants are: [F:1][C:2]([F:15])([F:14])[O:3][C:4]1[CH:13]=[CH:12][C:7]2[N:8]=[C:9]([NH2:11])[S:10][C:6]=2[CH:5]=1.[F:16][C:17]1[CH:18]=[C:19]([CH:23]=[CH:24][C:25]=1[F:26])[C:20](Cl)=[O:21].Br[CH:28]([CH2:33][CH3:34])[C:29]([O:31]C)=[O:30].COC1C=CC2N=C(N)SC=2C=1.ClC1C=C(C=CC=1)C(Cl)=O.BrCC(OCC)=O. (5) Given the product [O:12]=[C:13]1[NH:17][CH:16]=[C:15]([C:18]([NH:21][CH2:22][CH2:23][N:24]2[CH2:29][CH2:28][N:27]([C:30]([O:32][CH2:33][C:34]3[CH:39]=[C:38]([Cl:40])[CH:37]=[C:36]([Cl:41])[CH:35]=3)=[O:31])[CH2:26][CH2:25]2)=[O:20])[O:14]1, predict the reactants needed to synthesize it. The reactants are: C(OC(C1OC(Cl)=NC=1)=O)C.[O:12]=[C:13]1[NH:17][CH:16]=[C:15]([C:18]([OH:20])=O)[O:14]1.[NH2:21][CH2:22][CH2:23][N:24]1[CH2:29][CH2:28][N:27]([C:30]([O:32][CH2:33][C:34]2[CH:39]=[C:38]([Cl:40])[CH:37]=[C:36]([Cl:41])[CH:35]=2)=[O:31])[CH2:26][CH2:25]1.